This data is from Full USPTO retrosynthesis dataset with 1.9M reactions from patents (1976-2016). The task is: Predict the reactants needed to synthesize the given product. Given the product [CH3:9][NH:8][C:4]1[CH:3]=[C:2]([NH:20][C:19]2[CH:18]=[CH:17][C:16]([N:13]3[CH2:14][CH2:15][O:10][CH2:11][CH2:12]3)=[CH:22][CH:21]=2)[N:7]=[CH:6][N:5]=1, predict the reactants needed to synthesize it. The reactants are: Cl[C:2]1[N:7]=[CH:6][N:5]=[C:4]([NH:8][CH3:9])[CH:3]=1.[O:10]1[CH2:15][CH2:14][N:13]([C:16]2[CH:22]=[CH:21][C:19]([NH2:20])=[CH:18][CH:17]=2)[CH2:12][CH2:11]1.